From a dataset of Peptide-MHC class II binding affinity with 134,281 pairs from IEDB. Regression. Given a peptide amino acid sequence and an MHC pseudo amino acid sequence, predict their binding affinity value. This is MHC class II binding data. (1) The peptide sequence is YDKFLAYVSTVLTGK. The MHC is DRB1_1101 with pseudo-sequence DRB1_1101. The binding affinity (normalized) is 0.620. (2) The peptide sequence is LLWDYMCISLSTAIE. The MHC is DRB1_1501 with pseudo-sequence DRB1_1501. The binding affinity (normalized) is 0.549. (3) The peptide sequence is AFILDGVNLFPKV. The MHC is HLA-DQA10501-DQB10201 with pseudo-sequence HLA-DQA10501-DQB10201. The binding affinity (normalized) is 0.389. (4) The peptide sequence is KTLKFDALSGSQEVE. The MHC is DRB1_0301 with pseudo-sequence DRB1_0301. The binding affinity (normalized) is 0.504. (5) The peptide sequence is QYVIRAQLHVGAKQE. The MHC is DRB4_0103 with pseudo-sequence DRB4_0103. The binding affinity (normalized) is 0.756.